Dataset: Forward reaction prediction with 1.9M reactions from USPTO patents (1976-2016). Task: Predict the product of the given reaction. (1) Given the reactants [Br:1][C:2]1[C:3]([NH:9][CH2:10][CH2:11][CH2:12][N:13](C)[C:14](=O)OC(C)(C)C)=[N:4][C:5]([Cl:8])=[N:6][CH:7]=1.FC(F)(F)C(O)=O, predict the reaction product. The product is: [Br:1][C:2]1[C:3]([NH:9][CH2:10][CH2:11][CH2:12][NH:13][CH3:14])=[N:4][C:5]([Cl:8])=[N:6][CH:7]=1. (2) The product is: [C:26]([CH:21]([NH:6][CH3:5])[C:19]1[N:20]=[C:16]([NH:15][C:13]([NH:12][CH2:11][C:10]2[CH:23]=[CH:24][CH:25]=[C:8]([F:7])[CH:9]=2)=[O:14])[S:17][CH:18]=1)#[N:27]. Given the reactants C[Si]([C:5]#[N:6])(C)C.[F:7][C:8]1[CH:9]=[C:10]([CH:23]=[CH:24][CH:25]=1)[CH2:11][NH:12][C:13]([NH:15][C:16]1[S:17][CH:18]=[C:19]([CH:21]=O)[N:20]=1)=[O:14].[CH3:26][NH2:27], predict the reaction product. (3) Given the reactants C(O[C:4]1[CH:5]=C(C=C[C:11]=1C)C=O)C.[OH:13][C:14]1[CH:15]=[C:16]([CH:19]=[CH:20][C:21]=1[O:22][CH3:23])[CH:17]=[O:18].C(Br)C=C.C([O-])([O-])=O.[K+].[K+], predict the reaction product. The product is: [CH2:5]([O:13][C:14]1[CH:15]=[C:16]([CH:19]=[CH:20][C:21]=1[O:22][CH3:23])[CH:17]=[O:18])[CH:4]=[CH2:11]. (4) Given the reactants [C:1]1([C:9]2[CH:14]=[CH:13][C:12]([NH2:15])=[C:11]([NH2:16])[CH:10]=2)[CH:6]=[CH:5][C:4]([NH2:7])=[C:3]([NH2:8])[CH:2]=1.[OH:17][C:18]1[CH:25]=[CH:24][C:21]([CH:22]=O)=[CH:20][CH:19]=1, predict the reaction product. The product is: [NH:15]1[C:12]2[CH:13]=[CH:14][C:9]([C:1]3[CH:6]=[CH:5][C:4]4[NH:7][C:22]([C:21]5[CH:24]=[CH:25][C:18]([OH:17])=[CH:19][CH:20]=5)=[N:8][C:3]=4[CH:2]=3)=[CH:10][C:11]=2[N:16]=[C:22]1[C:21]1[CH:24]=[CH:25][C:18]([OH:17])=[CH:19][CH:20]=1. (5) The product is: [Cl:10][C:11]1[CH:16]=[CH:15][C:14]([O:17][CH2:8][CH3:9])=[CH:13][C:12]=1[I:18]. Given the reactants C([O-])([O-])=O.[K+].[K+].I[CH2:8][CH3:9].[Cl:10][C:11]1[CH:16]=[CH:15][C:14]([OH:17])=[CH:13][C:12]=1[I:18], predict the reaction product. (6) Given the reactants C([O:3][C:4]([C:6]1[N:7]([CH2:15][C:16](=[O:25])[NH:17][C:18]2[CH:23]=[CH:22][C:21]([Cl:24])=[CH:20][CH:19]=2)[C:8]2[C:13]([CH:14]=1)=[CH:12][CH:11]=[CH:10][CH:9]=2)=[O:5])C.[OH-].[K+].Cl, predict the reaction product. The product is: [Cl:24][C:21]1[CH:20]=[CH:19][C:18]([NH:17][C:16]([CH2:15][N:7]2[C:8]3[C:13](=[CH:12][CH:11]=[CH:10][CH:9]=3)[CH:14]=[C:6]2[C:4]([OH:5])=[O:3])=[O:25])=[CH:23][CH:22]=1. (7) Given the reactants [CH3:1][C:2]1[S:3][CH:4]=[C:5]([C:7]2[CH:13]=[CH:12][C:10]([NH2:11])=[CH:9][CH:8]=2)[N:6]=1.[O:14]1[C:18]2[CH:19]=[CH:20][C:21]([C:23]3([C:26](O)=[O:27])[CH2:25][CH2:24]3)=[CH:22][C:17]=2[O:16][CH2:15]1.C(N(CC)CC)C.F[P-](F)(F)(F)(F)F.N1(OC(N(C)C)=[N+](C)C)C2N=CC=CC=2N=N1, predict the reaction product. The product is: [O:14]1[C:18]2[CH:19]=[CH:20][C:21]([C:23]3([C:26]([NH:11][C:10]4[CH:12]=[CH:13][C:7]([C:5]5[N:6]=[C:2]([CH3:1])[S:3][CH:4]=5)=[CH:8][CH:9]=4)=[O:27])[CH2:24][CH2:25]3)=[CH:22][C:17]=2[O:16][CH2:15]1. (8) Given the reactants FC1C=C(C=CC=1)COC1C=CC(N)=CC=1.[F:17][C:18]1[CH:34]=[CH:33][C:21]([CH2:22][O:23][C:24]2[CH:29]=[CH:28][C:27]([N+:30]([O-])=O)=[CH:26][CH:25]=2)=[CH:20][CH:19]=1, predict the reaction product. The product is: [F:17][C:18]1[CH:34]=[CH:33][C:21]([CH2:22][O:23][C:24]2[CH:29]=[CH:28][C:27]([NH2:30])=[CH:26][CH:25]=2)=[CH:20][CH:19]=1. (9) Given the reactants O[CH2:2][CH2:3][CH2:4][CH2:5][CH2:6][CH2:7][CH2:8][CH2:9][CH2:10][CH2:11][CH2:12][CH2:13][CH2:14][CH2:15][C:16]([O:18][CH3:19])=[O:17].C(Br)(Br)(Br)[Br:21].C1(P(C2C=CC=CC=2)C2C=CC=CC=2)C=CC=CC=1.P, predict the reaction product. The product is: [Br:21][CH2:2][CH2:3][CH2:4][CH2:5][CH2:6][CH2:7][CH2:8][CH2:9][CH2:10][CH2:11][CH2:12][CH2:13][CH2:14][CH2:15][C:16]([O:18][CH3:19])=[O:17]. (10) The product is: [ClH:1].[Cl:81][C:18]1[C:11]([N:9]2[CH:8]=[C:7]3[C:2]([NH:21][C:22]4[CH:23]=[C:24]([NH:29][CH2:30][CH2:31][OH:32])[N:25]=[C:26]([CH3:28])[N:27]=4)=[N:3][CH:4]=[C:5]([F:20])[C:6]3=[N:10]2)=[C:12]([CH:15]=[C:16]([F:19])[CH:17]=1)[C:13]#[N:14]. Given the reactants [Cl:1][C:2]1[C:7]2=[CH:8][N:9]([C:11]3[CH:18]=[CH:17][C:16]([F:19])=[CH:15][C:12]=3[C:13]#[N:14])[N:10]=[C:6]2[C:5]([F:20])=[CH:4][N:3]=1.[NH2:21][C:22]1[N:27]=[C:26]([CH3:28])[N:25]=[C:24]([NH:29][CH2:30][CH2:31][OH:32])[CH:23]=1.CC1(C)C2C(=C(P(C3C=CC=CC=3)C3C=CC=CC=3)C=CC=2)OC2C(P(C3C=CC=CC=3)C3C=CC=CC=3)=CC=CC1=2.C(=O)([O-])[O-].[Cs+].[Cs+].[ClH:81], predict the reaction product.